Task: Predict the reactants needed to synthesize the given product.. Dataset: Full USPTO retrosynthesis dataset with 1.9M reactions from patents (1976-2016) (1) Given the product [CH3:32][O:31][C:30]1[C:15]2[C:14]([N:11]3[CH2:12][CH2:13][NH:8][CH2:9][CH2:10]3)=[N:19][C:18]([C:20]3[CH:25]=[CH:24][N:23]=[C:22]([NH:41][C:36]4[CH:37]=[CH:38][CH:39]=[CH:40][C:35]=4[C:34]([F:33])([F:42])[F:43])[CH:21]=3)=[N:17][C:16]=2[CH:27]=[N:28][CH:29]=1, predict the reactants needed to synthesize it. The reactants are: C(OC([N:8]1[CH2:13][CH2:12][N:11]([C:14]2[C:15]3[C:30]([O:31][CH3:32])=[CH:29][N:28]=[CH:27][C:16]=3[N:17]=[C:18]([C:20]3[CH:25]=[CH:24][N:23]=[C:22](Cl)[CH:21]=3)[N:19]=2)[CH2:10][CH2:9]1)=O)(C)(C)C.[F:33][C:34]([F:43])([F:42])[C:35]1[CH:40]=[CH:39][CH:38]=[CH:37][C:36]=1[NH2:41]. (2) The reactants are: C(O)(=O)/C=C\C(O)=O.C(O)(=O)/C=C\C(O)=O.[NH2:17][C:18]1[N:23]=[CH:22][N:21]=[C:20]2[N:24]([C@H:48]3[CH2:53][CH2:52][C@H:51]([N:54]4[CH2:59][CH2:58][N:57]([CH3:60])[CH2:56][CH2:55]4)[CH2:50][CH2:49]3)[N:25]=[C:26]([C:27]3[CH:32]=[CH:31][C:30]([NH:33][C:34]([C:36]4[N:37]([CH3:45])[C:38]5[C:43]([CH:44]=4)=[CH:42][CH:41]=[CH:40][CH:39]=5)=[O:35])=[C:29]([O:46][CH3:47])[CH:28]=3)[C:19]=12.[OH-].[Na+]. Given the product [NH2:17][C:18]1[N:23]=[CH:22][N:21]=[C:20]2[N:24]([C@H:48]3[CH2:49][CH2:50][C@H:51]([N:54]4[CH2:59][CH2:58][N:57]([CH3:60])[CH2:56][CH2:55]4)[CH2:52][CH2:53]3)[N:25]=[C:26]([C:27]3[CH:32]=[CH:31][C:30]([NH:33][C:34]([C:36]4[N:37]([CH3:45])[C:38]5[C:43]([CH:44]=4)=[CH:42][CH:41]=[CH:40][CH:39]=5)=[O:35])=[C:29]([O:46][CH3:47])[CH:28]=3)[C:19]=12, predict the reactants needed to synthesize it. (3) Given the product [C:1]([O:5][C:6](=[O:7])[N:8]([C:9]1[CH:17]=[CH:16][C:12]([C:13]([Cl:21])=[O:14])=[CH:11][N:10]=1)[CH3:18])([CH3:4])([CH3:3])[CH3:2], predict the reactants needed to synthesize it. The reactants are: [C:1]([O:5][C:6]([N:8]([CH3:18])[C:9]1[CH:17]=[CH:16][C:12]([C:13](O)=[O:14])=[CH:11][N:10]=1)=[O:7])([CH3:4])([CH3:3])[CH3:2].CN.[Cl:21]CCCl.